From a dataset of Reaction yield outcomes from USPTO patents with 853,638 reactions. Predict the reaction yield, written as a fraction of the theoretical maximum amount of product (1.0 means a 100% yield; for example, 0.34 means a 34% yield). (1) The reactants are [ClH:1].O1CCOCC1.[Cl:8][C:9]1[S:10][CH:11]=[C:12]([C:14]([N:16]2[CH2:21][CH2:20][N:19](C(OC(C)(C)C)=O)[CH2:18][CH:17]2[CH2:29][O:30][C:31]2[CH:32]=[N:33][CH:34]=[CH:35][CH:36]=2)=[O:15])[N:13]=1. The catalyst is CO. The product is [ClH:8].[ClH:1].[Cl:8][C:9]1[S:10][CH:11]=[C:12]([C:14]([N:16]2[CH2:21][CH2:20][NH:19][CH2:18][CH:17]2[CH2:29][O:30][C:31]2[CH:32]=[N:33][CH:34]=[CH:35][CH:36]=2)=[O:15])[N:13]=1. The yield is 0.990. (2) The reactants are [C:1]([O:5][C:6]([N:8]([CH2:25][C@H:26]1[CH2:35][CH2:34][C:33]2[C:28](=[CH:29][CH:30]=[C:31]([C:36]3[CH:37]=[C:38]([CH:43]=[CH:44][CH:45]=3)[C:39]([O:41]C)=[O:40])[CH:32]=2)[O:27]1)[CH2:9][C@H:10]([O:17][Si:18]([C:21]([CH3:24])([CH3:23])[CH3:22])([CH3:20])[CH3:19])[C:11]1[CH:12]=[N:13][CH:14]=[CH:15][CH:16]=1)=[O:7])([CH3:4])([CH3:3])[CH3:2].[OH-].[Na+]. The catalyst is O1CCCC1.O.CO. The product is [C:1]([O:5][C:6]([N:8]([CH2:25][C@H:26]1[CH2:35][CH2:34][C:33]2[C:28](=[CH:29][CH:30]=[C:31]([C:36]3[CH:37]=[C:38]([CH:43]=[CH:44][CH:45]=3)[C:39]([OH:41])=[O:40])[CH:32]=2)[O:27]1)[CH2:9][C@H:10]([O:17][Si:18]([C:21]([CH3:24])([CH3:23])[CH3:22])([CH3:20])[CH3:19])[C:11]1[CH:12]=[N:13][CH:14]=[CH:15][CH:16]=1)=[O:7])([CH3:2])([CH3:3])[CH3:4]. The yield is 0.780. (3) The reactants are Br[C:2]1[CH:3]=[C:4]([CH2:10][NH:11][C:12](=[O:18])[O:13][C:14]([CH3:17])([CH3:16])[CH3:15])[CH:5]=[C:6]([C:8]#[N:9])[CH:7]=1.[CH:19]1C=CC(P(C2C=CC=CC=2)C2C=CC=CC=2)=C[CH:20]=1.C([O-])([O-])=O.[K+].[K+].[CH3:44][C:45]([Si:48]([CH3:61])([CH3:60])[O:49][CH2:50][C:51]1[CH:52]=[C:53](B(O)O)[CH:54]=[CH:55][CH:56]=1)(C)[CH3:46]. The catalyst is O1CCOCC1.CC([O-])=O.CC([O-])=O.[Pd+2]. The product is [C:8]([C:6]1[CH:5]=[C:4]([CH2:10][NH:11][C:12](=[O:18])[O:13][C:14]([CH3:17])([CH3:16])[CH3:15])[CH:3]=[C:2]([C:53]2[CH:54]=[CH:55][CH:56]=[C:51]([CH2:50][O:49][Si:48]([CH3:60])([CH3:61])[CH:45]([CH3:44])[CH3:46])[CH:52]=2)[CH:7]=1)#[N:9].[CH3:19][CH3:20]. The yield is 0.720. (4) The reactants are Br[C:2]1[CH:3]=[C:4]2[C:10]([C:11]3[CH:16]=[CH:15][CH:14]=[CH:13][C:12]=3[O:17][CH3:18])=[CH:9][NH:8][C:5]2=[N:6][CH:7]=1.[CH3:19][O:20][C:21]1[CH:22]=[C:23](B2OC(C)(C)C(C)(C)O2)[CH:24]=[CH:25][C:26]=1[O:27][CH2:28][C:29]1[CH:34]=[CH:33][C:32]([O:35][CH3:36])=[CH:31][CH:30]=1.C(=O)([O-])[O-].[Na+].[Na+]. The catalyst is Cl[Pd-2](Cl)(P(C1C=CC=CC=1)(C1C=CC=CC=1)C1C=CC=CC=1)P(C1C=CC=CC=1)(C1C=CC=CC=1)C1C=CC=CC=1.C(#N)C. The product is [CH3:19][O:20][C:21]1[CH:22]=[C:23]([C:2]2[CH:3]=[C:4]3[C:10]([C:11]4[CH:16]=[CH:15][CH:14]=[CH:13][C:12]=4[O:17][CH3:18])=[CH:9][NH:8][C:5]3=[N:6][CH:7]=2)[CH:24]=[CH:25][C:26]=1[O:27][CH2:28][C:29]1[CH:30]=[CH:31][C:32]([O:35][CH3:36])=[CH:33][CH:34]=1. The yield is 0.500. (5) The reactants are Br[C:2]1[N:7]=[N:6][C:5]([NH2:8])=[N:4][C:3]=1[C:9]1[CH:14]=[CH:13][CH:12]=[CH:11][CH:10]=1.[F:15][C:16]([F:25])([F:24])[C:17]1[CH:18]=[C:19]([OH:23])[CH:20]=[CH:21][CH:22]=1. No catalyst specified. The product is [C:9]1([C:3]2[N:4]=[C:5]([NH2:8])[N:6]=[N:7][C:2]=2[O:23][C:19]2[CH:20]=[CH:21][CH:22]=[C:17]([C:16]([F:15])([F:24])[F:25])[CH:18]=2)[CH:14]=[CH:13][CH:12]=[CH:11][CH:10]=1. The yield is 0.0400. (6) The reactants are [NH2:1][C:2]1[CH:3]=[CH:4][C:5]([CH3:9])=[C:6]([OH:8])[CH:7]=1.[OH-:10].[Na+].[Cl-]. The catalyst is ClCCl. The product is [OH:8][C:6]1[CH:7]=[C:2]([NH:1][C:4](=[O:10])[CH:5]([CH3:9])[CH3:6])[CH:3]=[CH:4][C:5]=1[CH3:9]. The yield is 0.780.